From a dataset of Forward reaction prediction with 1.9M reactions from USPTO patents (1976-2016). Predict the product of the given reaction. (1) Given the reactants [OH:1][C:2]1[CH:7]=[CH:6][CH:5]=[CH:4][C:3]=1[C:8]1[S:9][C:10]2[CH:16]=[CH:15][CH:14]=[CH:13][C:11]=2[N:12]=1.[C:17]1([B:23](O[B:23]([C:17]2[CH:18]=[CH:19][CH:20]=[CH:21][CH:22]=2)[C:24]2[CH:25]=[CH:26][CH:27]=[CH:28][CH:29]=2)[C:24]2[CH:29]=[CH:28][CH:27]=[CH:26][CH:25]=2)[CH:22]=[CH:21][CH:20]=[CH:19][CH:18]=1, predict the reaction product. The product is: [C:24]1([B:23]([C:17]2[CH:18]=[CH:19][CH:20]=[CH:21][CH:22]=2)[O:1][C:2]2[CH:7]=[CH:6][CH:5]=[CH:4][C:3]=2[C:8]2[S:9][C:10]3[CH:16]=[CH:15][CH:14]=[CH:13][C:11]=3[N:12]=2)[CH:25]=[CH:26][CH:27]=[CH:28][CH:29]=1. (2) Given the reactants Br[C:2]1[CH:3]=[CH:4][C:5]([C:9]([O:11][CH3:12])=[O:10])=[N:6][C:7]=1[CH3:8].B1(B2OC(C)(C)C(C)(C)O2)OC(C)(C)[C:15](C)(C)O1.C([O-])(=O)C.[K+].Br[C:37]1[CH:65]=[CH:64][C:40]([CH2:41][C@@H:42]([C:61]([OH:63])=[O:62])[NH:43][C:44]([C@H:46]2[CH2:51][CH2:50][C@H:49]([CH2:52][NH:53][C:54]([O:56][C:57]([CH3:60])([CH3:59])[CH3:58])=[O:55])[CH2:48][CH2:47]2)=[O:45])=[CH:39][CH:38]=1.C(=O)([O-])[O-].[Na+].[Na+], predict the reaction product. The product is: [C:57]([O:56][C:54]([NH:53][CH2:52][C@H:49]1[CH2:50][CH2:51][C@H:46]([C:44]([NH:43][C@H:42]([C:61]([OH:63])=[O:62])[CH2:41][C:40]2[CH:64]=[CH:65][C:37]([C:2]3[C:7]([CH3:8])=[N:6][C:5]([C:9]([O:11][CH2:12][CH3:15])=[O:10])=[CH:4][CH:3]=3)=[CH:38][CH:39]=2)=[O:45])[CH2:47][CH2:48]1)=[O:55])([CH3:60])([CH3:59])[CH3:58]. (3) Given the reactants [OH:1]O.C(O[C:10]([C:12](F)(F)F)=[O:11])(C(F)(F)F)=O.[N+:16]1([O-:29])[C:21]2[CH:22]=[C:23]3[C:27](=[CH:28][C:20]=2[N:19]=CN=1)[CH2:26][CH2:25][CH2:24]3.N, predict the reaction product. The product is: [N+:16]([C:21]1[CH:22]=[C:23]2[C:27]([CH2:26][CH2:25][CH2:24]2)=[CH:28][C:20]=1[NH:19][C:10](=[O:11])[CH3:12])([O-:29])=[O:1]. (4) Given the reactants [CH3:1][C:2]1[C:10]2[N:9]=[C:8]([CH2:11][CH2:12][CH3:13])[N:7]([CH2:14][C:15](OCC)=[O:16])[C:6]=2[CH:5]=[C:4]([C:20]2[N:24]([CH3:25])[C:23]3[CH:26]=[CH:27][CH:28]=[CH:29][C:22]=3[N:21]=2)[CH:3]=1.C1COCC1, predict the reaction product. The product is: [CH3:1][C:2]1[C:10]2[N:9]=[C:8]([CH2:11][CH2:12][CH3:13])[N:7]([CH2:14][CH2:15][OH:16])[C:6]=2[CH:5]=[C:4]([C:20]2[N:24]([CH3:25])[C:23]3[CH:26]=[CH:27][CH:28]=[CH:29][C:22]=3[N:21]=2)[CH:3]=1. (5) The product is: [Br:21][C:13]1[S:12][C:11]([C:10]2[CH:9]=[CH:8][C:4]([C:5]([OH:7])=[O:6])=[CH:3][C:2]=2[CH3:1])=[N:15][C:14]=1[CH3:16]. Given the reactants [CH3:1][C:2]1[CH:3]=[C:4]([CH:8]=[CH:9][C:10]=1[C:11]1[S:12][CH:13]=[C:14]([CH3:16])[N:15]=1)[C:5]([OH:7])=[O:6].C(O)(=O)C.[Br:21]Br.S(=O)(O)[O-].[Na+], predict the reaction product. (6) Given the reactants [O:1]1[CH2:6][CH2:5][CH:4]([NH2:7])[CH2:3][CH2:2]1.C(N(C(C)C)CC)(C)C.[Cl:17][C:18]1[N:23]=[C:22]([N:24]([C:40]([O:42][C:43]([CH3:46])([CH3:45])[CH3:44])=[O:41])[N:25]([C:33]([O:35][C:36]([CH3:39])([CH3:38])[CH3:37])=[O:34])[C:26]([O:28][C:29]([CH3:32])([CH3:31])[CH3:30])=[O:27])[C:21]([F:47])=[C:20](Cl)[N:19]=1, predict the reaction product. The product is: [Cl:17][C:18]1[N:23]=[C:22]([N:24]([C:40]([O:42][C:43]([CH3:46])([CH3:45])[CH3:44])=[O:41])[N:25]([C:26]([O:28][C:29]([CH3:30])([CH3:31])[CH3:32])=[O:27])[C:33]([O:35][C:36]([CH3:37])([CH3:38])[CH3:39])=[O:34])[C:21]([F:47])=[C:20]([NH:7][CH:4]2[CH2:5][CH2:6][O:1][CH2:2][CH2:3]2)[N:19]=1.